Dataset: Full USPTO retrosynthesis dataset with 1.9M reactions from patents (1976-2016). Task: Predict the reactants needed to synthesize the given product. (1) Given the product [CH:1]1([C@@H:4]([C:10]2[CH:15]=[CH:14][CH:13]=[C:12]([O:16][CH2:17][C:18]3[CH:23]=[N:22][C:21]([C:24]4[CH:29]=[C:28]([O:30][CH3:31])[CH:27]=[CH:26][C:25]=4[F:32])=[C:20]([C:33]4[CH:34]=[CH:35][C:36]([CH:39]([CH3:41])[CH3:40])=[CH:37][CH:38]=4)[N:19]=3)[CH:11]=2)[CH2:5][C:6]([OH:8])=[O:7])[CH2:2][CH2:3]1, predict the reactants needed to synthesize it. The reactants are: [CH:1]1([C@@H:4]([C:10]2[CH:15]=[CH:14][CH:13]=[C:12]([O:16][CH2:17][C:18]3[CH:23]=[N:22][C:21]([C:24]4[CH:29]=[C:28]([O:30][CH3:31])[CH:27]=[CH:26][C:25]=4[F:32])=[C:20]([C:33]4[CH:38]=[CH:37][C:36]([CH:39]([CH3:41])[CH3:40])=[CH:35][CH:34]=4)[N:19]=3)[CH:11]=2)[CH2:5][C:6]([O:8]C)=[O:7])[CH2:3][CH2:2]1.O[Li].O. (2) Given the product [F:1][C:2]1[CH:7]=[CH:6][C:5]([C:8]2[C:20]([C:21]3[CH:22]=[CH:23][C:24](=[O:34])[N:25]([C:27]4[CH:32]=[CH:31][CH:30]=[CH:29][C:28]=4[CH3:33])[N:26]=3)=[C:11]3[NH:12][CH2:13][C:14](=[O:16])[CH2:15][N:10]3[N:9]=2)=[CH:4][CH:3]=1, predict the reactants needed to synthesize it. The reactants are: [F:1][C:2]1[CH:7]=[CH:6][C:5]([C:8]2[C:20]([C:21]3[CH:22]=[CH:23][C:24](=[O:34])[N:25]([C:27]4[CH:32]=[CH:31][CH:30]=[CH:29][C:28]=4[CH3:33])[N:26]=3)=[C:11]3[NH:12][CH2:13][C:14]4(OCC[O:16]4)[CH2:15][N:10]3[N:9]=2)=[CH:4][CH:3]=1.Cl.O.C([O-])([O-])=O.[Na+].[Na+]. (3) Given the product [CH3:1][C:2]1[CH:7]=[CH:6][C:5]([S:8]([O:11][CH2:12][C:13]23[CH2:14][CH2:15][C:16]([C:20]4[CH:25]=[C:24]([O:26][CH:27]5[CH2:32][CH2:31][CH2:30][CH2:29][O:28]5)[CH:23]=[C:22]([F:33])[CH:21]=4)([CH2:17][CH2:18]2)[O:35][CH2:34]3)(=[O:9])=[O:10])=[CH:4][CH:3]=1, predict the reactants needed to synthesize it. The reactants are: [CH3:1][C:2]1[CH:7]=[CH:6][C:5]([S:8]([O:11][CH2:12][C:13]2([CH2:34][O:35]S(C3C=CC(C)=CC=3)(=O)=O)[CH2:18][CH2:17][C:16]([C:20]3[CH:25]=[C:24]([O:26][CH:27]4[CH2:32][CH2:31][CH2:30][CH2:29][O:28]4)[CH:23]=[C:22]([F:33])[CH:21]=3)(O)[CH2:15][CH2:14]2)(=[O:10])=[O:9])=[CH:4][CH:3]=1.[OH-].[Na+]. (4) Given the product [CH3:13][C:8]1([CH3:14])[CH2:7][CH2:6][C:5]2[CH:4]=[C:3]([OH:2])[CH:12]=[CH:11][C:10]=2[CH2:9]1, predict the reactants needed to synthesize it. The reactants are: C[O:2][C:3]1[CH:4]=[C:5]2[C:10](=[CH:11][CH:12]=1)[CH2:9][C:8]([CH3:14])([CH3:13])[CH2:7][CH2:6]2.O. (5) The reactants are: Cl[CH:2]([Cl:4])C.[F:5][C:6]1[CH:7]=[C:8]([CH:12]=[CH:13][CH:14]=1)[C:9](Cl)=[O:10].[O:15]1CCCOO1. Given the product [F:5][C:6]1[CH:7]=[C:8]([CH:12]=[CH:13][CH:14]=1)[C:9]([O:15][CH2:2][Cl:4])=[O:10], predict the reactants needed to synthesize it. (6) The reactants are: [CH2:1]([NH:8][C:9]([NH:11]/[N:12]=[C:13]1\[NH:14][C:15]([F:32])=[CH:16][C:17]([C:19]2[CH:24]=[CH:23][N:22]=[C:21]([NH:25][C:26]3[N:27]([CH3:31])[N:28]=[CH:29][CH:30]=3)[N:20]=2)=[CH:18]\1)=O)[C:2]1[CH:7]=[CH:6][CH:5]=[CH:4][CH:3]=1.CCN(C(C)C)C(C)C.C1C=CC(P(C2C=CC=CC=2)C2C=CC=CC=2)=CC=1.BrBr. Given the product [CH2:1]([NH:8][C:9]1[N:14]2[C:15]([F:32])=[CH:16][C:17]([C:19]3[CH:24]=[CH:23][N:22]=[C:21]([NH:25][C:26]4[N:27]([CH3:31])[N:28]=[CH:29][CH:30]=4)[N:20]=3)=[CH:18][C:13]2=[N:12][N:11]=1)[C:2]1[CH:7]=[CH:6][CH:5]=[CH:4][CH:3]=1, predict the reactants needed to synthesize it. (7) Given the product [Cl:1][C:2]1[CH:3]=[CH:4][C:5]([C:8]2[N:9]=[C:10]3[N:14]([C:15]=2[CH2:16][OH:17])[CH:13]=[C:12]([C:18]([N:22]2[CH2:27][CH2:26][O:25][CH2:24][CH2:23]2)=[O:20])[S:11]3)=[CH:6][CH:7]=1, predict the reactants needed to synthesize it. The reactants are: [Cl:1][C:2]1[CH:7]=[CH:6][C:5]([C:8]2[N:9]=[C:10]3[N:14]([C:15]=2[CH2:16][OH:17])[CH:13]=[C:12]([C:18]([O-:20])=O)[S:11]3)=[CH:4][CH:3]=1.[Na+].[NH:22]1[CH2:27][CH2:26][O:25][CH2:24][CH2:23]1.CN(C(ON1N=NC2C=CC=CC1=2)=[N+](C)C)C.[B-](F)(F)(F)F.C(N(CC)CC)C. (8) Given the product [Cl:1][C:2]1[CH:3]=[C:4]([C:14]([OH:16])=[O:15])[C:5](=[O:13])[N:6]([CH:10]([CH3:12])[CH3:11])[C:7]=1[CH2:8][CH3:9], predict the reactants needed to synthesize it. The reactants are: [Cl:1][C:2]1[CH:3]=[C:4]([C:14]([O:16]CC)=[O:15])[C:5](=[O:13])[N:6]([CH:10]([CH3:12])[CH3:11])[C:7]=1[CH2:8][CH3:9].ClC1C=C(C(OCC)=O)C(=O)N(C(C)C)C=1C.